This data is from Full USPTO retrosynthesis dataset with 1.9M reactions from patents (1976-2016). The task is: Predict the reactants needed to synthesize the given product. Given the product [F:1][C:2]1[CH:3]=[C:4]([N:8]2[C:16]3[C:11](=[CH:12][CH:13]=[CH:14][CH:15]=3)[CH:10]=[C:9]2[C:17](=[O:18])[CH3:23])[CH:5]=[CH:6][CH:7]=1, predict the reactants needed to synthesize it. The reactants are: [F:1][C:2]1[CH:3]=[C:4]([N:8]2[C:16]3[C:11](=[CH:12][CH:13]=[CH:14][CH:15]=3)[CH:10]=[C:9]2[C:17](N(OC)C)=[O:18])[CH:5]=[CH:6][CH:7]=1.[CH3:23][Mg]Br.CCOCC.